This data is from Reaction yield outcomes from USPTO patents with 853,638 reactions. The task is: Predict the reaction yield, written as a fraction of the theoretical maximum amount of product (1.0 means a 100% yield; for example, 0.34 means a 34% yield). The reactants are Cl.Cl[C:3]1[N:16]2[C:7](=[N:8][C:9]3[C:14]([C:15]2=[O:17])=[C:13]([F:18])[CH:12]=[CH:11][CH:10]=3)[C:6]2[CH:19]=[CH:20][N:21](S(C3C=CC(C)=CC=3)(=O)=O)[C:5]=2[N:4]=1.[NH2:32][C:33]1[CH:41]=[C:40]2[C:36]([CH2:37][CH2:38][N:39]2[C:42](=[O:47])[C:43]([CH3:46])([OH:45])[CH3:44])=[CH:35][C:34]=1[O:48][CH3:49].[CH3:50][NH2:51].[OH-].[K+]. The catalyst is C1COCC1.C(OCC)(=O)C. The product is [F:18][C:13]1[CH:12]=[CH:11][CH:10]=[C:9]([NH:8][C:7]2[N:16]=[C:3]([NH:32][C:33]3[CH:41]=[C:40]4[C:36]([CH2:37][CH2:38][N:39]4[C:42](=[O:47])[C:43]([OH:45])([CH3:44])[CH3:46])=[CH:35][C:34]=3[O:48][CH3:49])[NH:4][C:5]3=[N:21][CH:20]=[CH:19][C:6]=23)[C:14]=1[C:15]([NH:51][CH3:50])=[O:17]. The yield is 0.390.